This data is from Forward reaction prediction with 1.9M reactions from USPTO patents (1976-2016). The task is: Predict the product of the given reaction. (1) Given the reactants [O:1]=[C:2]1[CH2:8][CH:7]2[N:9]([C:10]([O:12][C:13]([CH3:16])([CH3:15])[CH3:14])=[O:11])[CH:4]([CH2:5][CH2:6]2)[CH2:3]1.[BH4-].[Na+], predict the reaction product. The product is: [OH:1][CH:2]1[CH2:3][CH:4]2[N:9]([C:10]([O:12][C:13]([CH3:16])([CH3:15])[CH3:14])=[O:11])[CH:7]([CH2:6][CH2:5]2)[CH2:8]1. (2) Given the reactants [CH3:1][CH2:2][C:3]1[CH:4]=[CH:5][C:6]([C:9]([CH:11]([CH2:13][N:14]2[CH2:19][CH2:18][CH2:17][CH2:16][CH2:15]2)[CH3:12])=[O:10])=[CH:7][CH:8]=1.C/C(/C=C1/C(N(CC(O)=O)C(S/1)=S)=O)=C\C1C=CC=CC=1.Cl.C(OCC)C.[C:47]([OH:54])(=[O:53])/[CH:48]=[CH:49]\[C:50]([OH:52])=[O:51], predict the reaction product. The product is: [CH3:1][CH2:2][C:3]1[CH:8]=[CH:7][C:6]([C:9]([CH:11]([CH2:13][N:14]2[CH2:19][CH2:18][CH2:17][CH2:16][CH2:15]2)[CH3:12])=[O:10])=[CH:5][CH:4]=1.[C:47]([O-:54])(=[O:53])/[CH:48]=[CH:49]\[C:50]([O-:52])=[O:51]. (3) Given the reactants Cl[C:2]1[CH:15]=[CH:14][C:13]2[S:12][C:11]3[C:6](=[CH:7][CH:8]=[CH:9][CH:10]=3)[NH:5][C:4]=2[CH:3]=1.[CH2:16]1[CH2:20]OC[CH2:17]1, predict the reaction product. The product is: [CH:16]([C:3]1[C:4]2[NH:5][C:6]3[C:11](=[CH:10][CH:9]=[CH:8][CH:7]=3)[S:12][C:13]=2[CH:14]=[CH:15][CH:2]=1)([CH3:20])[CH3:17]. (4) Given the reactants Br[C:2]1[CH:3]=[C:4]([CH:7]=[CH:8][C:9]=1[O:10][CH2:11][CH2:12][CH3:13])[CH:5]=[O:6].[CH3:14][N:15](C=O)C.Cl, predict the reaction product. The product is: [CH:5]([C:4]1[CH:7]=[CH:8][C:9]([O:10][CH2:11][CH2:12][CH3:13])=[C:2]([CH:3]=1)[C:14]#[N:15])=[O:6]. (5) Given the reactants [C:1]1([S:7]([C:10]2[CH:11]=[C:12]3[C:17](=[CH:18][CH:19]=2)[CH:16](Cl)[CH2:15][CH2:14][CH2:13]3)(=[O:9])=[O:8])[CH:6]=[CH:5][CH:4]=[CH:3][CH:2]=1.[C:21]([O:25][C:26](=[O:32])[N:27]([CH2:29][CH2:30][NH2:31])[CH3:28])([CH3:24])([CH3:23])[CH3:22].[I-].[Na+].C(=O)([O-])[O-].[K+].[K+], predict the reaction product. The product is: [C:21]([O:25][C:26](=[O:32])[N:27]([CH2:29][CH2:30][NH:31][CH:16]1[C:17]2[C:12](=[CH:11][C:10]([S:7]([C:1]3[CH:6]=[CH:5][CH:4]=[CH:3][CH:2]=3)(=[O:9])=[O:8])=[CH:19][CH:18]=2)[CH2:13][CH2:14][CH2:15]1)[CH3:28])([CH3:24])([CH3:22])[CH3:23]. (6) Given the reactants [Cl:1][C:2]1[CH:3]=[C:4]2[C:12](=[C:13]([NH:15][C:16]([C@H:18]3[N:23]([CH2:24][C:25](O)=[O:26])[CH2:22][C:21]([CH3:29])([CH3:28])[O:20][CH2:19]3)=[O:17])[CH:14]=1)[NH:11][C:10]1[CH:9]=[N:8][CH:7]=[CH:6][C:5]2=1.[NH:30]1[CH2:35][CH2:34][CH2:33][CH2:32][CH2:31]1.C([O-])(=O)C.[NH4+], predict the reaction product. The product is: [Cl:1][C:2]1[CH:3]=[C:4]2[C:12](=[C:13]([NH:15][C:16]([C@@H:18]3[CH2:19][O:20][C:21]([CH3:28])([CH3:29])[CH2:22][N:23]3[CH2:24][C:25](=[O:26])[N:30]3[CH2:35][CH2:34][CH2:33][CH2:32][CH2:31]3)=[O:17])[CH:14]=1)[NH:11][C:10]1[CH:9]=[N:8][CH:7]=[CH:6][C:5]2=1. (7) Given the reactants [CH3:1][O:2][C:3]1[CH:8]=[CH:7][C:6]([C:9]2C(=O)[C:12](=[O:15])[C:11]3([CH2:20][CH2:19][CH2:18][CH2:17][CH2:16]3)[N:10]=2)=[CH:5][CH:4]=1.[NH2:21][C@H:22]([CH2:26][OH:27])[CH:23]([CH3:25])[CH3:24].C(OCC)(=[O:30])C, predict the reaction product. The product is: [CH3:1][O:2][C:3]1[CH:4]=[CH:5][C:6]([C:9]([NH:10][C:11]2([C:12]([NH:21][C@H:22]([CH2:26][OH:27])[CH:23]([CH3:25])[CH3:24])=[O:15])[CH2:16][CH2:17][CH2:18][CH2:19][CH2:20]2)=[O:30])=[CH:7][CH:8]=1. (8) Given the reactants S(Cl)(Cl)=O.[Cl:5][C:6]1[CH:14]=[CH:13][C:9]([C:10]([OH:12])=O)=[CH:8][N:7]=1.[CH2:15]([NH2:22])[C:16]1[CH:21]=[CH:20][CH:19]=[CH:18][CH:17]=1.C(=O)(O)[O-].[Na+], predict the reaction product. The product is: [CH2:15]([NH:22][C:10](=[O:12])[C:9]1[CH:13]=[CH:14][C:6]([Cl:5])=[N:7][CH:8]=1)[C:16]1[CH:21]=[CH:20][CH:19]=[CH:18][CH:17]=1.